This data is from Forward reaction prediction with 1.9M reactions from USPTO patents (1976-2016). The task is: Predict the product of the given reaction. (1) Given the reactants [Cl:1][C:2]1[CH:17]=[CH:16][C:5]([O:6][C@@H:7]([CH3:15])[CH2:8][CH2:9][O:10]S(C)(=O)=O)=[C:4]([O:18][C:19]2[CH:24]=[CH:23][CH:22]=[CH:21][CH:20]=2)[CH:3]=1.[CH2:25]([O:27][C:28](=[O:41])[CH2:29][CH2:30][C:31]1[CH:36]=[CH:35][C:34](O)=[CH:33][C:32]=1[CH:38]([CH3:40])[CH3:39])[CH3:26], predict the reaction product. The product is: [CH2:25]([O:27][C:28](=[O:41])[CH2:29][CH2:30][C:31]1[CH:36]=[CH:35][C:34]([O:10][CH2:9][CH2:8][C@@H:7]([O:6][C:5]2[CH:16]=[CH:17][C:2]([Cl:1])=[CH:3][C:4]=2[O:18][C:19]2[CH:24]=[CH:23][CH:22]=[CH:21][CH:20]=2)[CH3:15])=[CH:33][C:32]=1[CH:38]([CH3:40])[CH3:39])[CH3:26]. (2) Given the reactants [Cl:1][C:2]1[N:7]=[N:6][CH:5]=[C:4]([C:8]([OH:10])=O)[CH:3]=1.CCCP(=O)=O.C(N(CC)CC)C.Cl.[Cl:25][C:26]1[CH:31]=[CH:30][C:29]([CH:32]2[CH2:37][CH2:36][CH2:35][NH:34][CH2:33]2)=[C:28]([CH3:38])[CH:27]=1, predict the reaction product. The product is: [Cl:1][C:2]1[N:7]=[N:6][CH:5]=[C:4]([C:8]([N:34]2[CH2:35][CH2:36][CH2:37][CH:32]([C:29]3[CH:30]=[CH:31][C:26]([Cl:25])=[CH:27][C:28]=3[CH3:38])[CH2:33]2)=[O:10])[CH:3]=1. (3) The product is: [O:25]=[C:11]1[C:10]2[C:2](=[C:3]([C:4]([O:6][CH3:27])=[O:5])[CH:7]=[CH:8][CH:9]=2)[O:24][C:13]([C:14]2[C:15]([C:20]([F:23])([F:21])[F:22])=[N:16][CH:17]=[CH:18][CH:19]=2)=[CH:12]1. Given the reactants O[C:2]1[C:10]([C:11](=[O:25])[CH2:12][C:13](=[O:24])[C:14]2[C:15]([C:20]([F:23])([F:22])[F:21])=[N:16][CH:17]=[CH:18][CH:19]=2)=[CH:9][CH:8]=[CH:7][C:3]=1[C:4]([O-:6])=[O:5].Cl.[C:27](O)(=O)C, predict the reaction product. (4) Given the reactants [C:1]([O:5][C:6]([N:8]1[CH2:13][CH2:12][CH:11]([O:14][C:15]2[CH:24]=[C:23]3[C:18]([CH:19]=[N:20][C:21](SC)=[N:22]3)=[CH:17][C:16]=2[Br:27])[CH2:10][CH2:9]1)=[O:7])([CH3:4])([CH3:3])[CH3:2].O[O:29][S:30]([O-:32])=O.[K+].[CH2:34]1COCC1, predict the reaction product. The product is: [Br:27][C:16]1[CH:17]=[C:18]2[C:23](=[CH:24][C:15]=1[O:14][CH:11]1[CH2:10][CH2:9][N:8]([C:6]([O:5][C:1]([CH3:4])([CH3:3])[CH3:2])=[O:7])[CH2:13][CH2:12]1)[N:22]=[C:21]([S:30]([CH3:34])(=[O:32])=[O:29])[N:20]=[CH:19]2. (5) Given the reactants S(Cl)([Cl:3])=O.[Br:5][C:6]1[CH:7]=[C:8]([CH2:12][C:13]([OH:15])=O)[CH:9]=[CH:10][CH:11]=1, predict the reaction product. The product is: [Br:5][C:6]1[CH:7]=[C:8]([CH2:12][C:13]([Cl:3])=[O:15])[CH:9]=[CH:10][CH:11]=1. (6) Given the reactants [ClH:1].[CH2:2]1[O:10][C:9]2[CH:8]=[CH:7][C:6]([CH3:11])=[CH:5][C:4]=2[O:3]1.[CH2:12]=O, predict the reaction product. The product is: [CH2:2]1[O:10][C:9]2[CH:8]=[C:7]([CH3:12])[C:6]([CH2:11][Cl:1])=[CH:5][C:4]=2[O:3]1. (7) Given the reactants [CH2:1]([N:6]1[C:10]2[CH:11]=[CH:12][CH:13]=[CH:14][C:9]=2[N:8]=[C:7]1[CH2:15][NH:16][C:17]1[CH:31]=[CH:30][CH:29]=[CH:28][C:18]=1[C:19]([NH:21][C:22]1([C:25]([OH:27])=O)[CH2:24][CH2:23]1)=[O:20])[CH2:2][CH:3]([CH3:5])[CH3:4].CN(C(ON1N=NC2C=CC=CC1=2)=[N+](C)C)C.[B-](F)(F)(F)F.CCN(C(C)C)C(C)C, predict the reaction product. The product is: [CH2:1]([N:6]1[C:10]2[CH:11]=[CH:12][CH:13]=[CH:14][C:9]=2[N:8]=[C:7]1[CH2:15][N:16]1[C:17]2[CH:31]=[CH:30][CH:29]=[CH:28][C:18]=2[C:19](=[O:20])[NH:21][C:22]2([CH2:23][CH2:24]2)[C:25]1=[O:27])[CH2:2][CH:3]([CH3:5])[CH3:4]. (8) The product is: [Cl:1]([O-:5])(=[O:4])(=[O:3])=[O:2].[CH3:7][N:8]([C+:10]([N:13]([CH3:15])[CH3:14])[Cl:11])[CH3:9]. Given the reactants [Cl:1]([O-:5])(=[O:4])(=[O:3])=[O:2].[Na+].[CH3:7][N:8]([C:10]([N:13]([CH3:15])[CH3:14])(Cl)[Cl:11])[CH3:9], predict the reaction product.